Dataset: Catalyst prediction with 721,799 reactions and 888 catalyst types from USPTO. Task: Predict which catalyst facilitates the given reaction. (1) Reactant: Cl.Cl.[NH2:3][CH2:4][C:5]1[NH:6][C:7]2[C:12]([C:13](=[O:16])[C:14]=1[CH3:15])=[CH:11][CH:10]=[CH:9][CH:8]=2.Cl[C:18]([O:20][CH2:21][CH2:22][CH2:23][CH2:24][CH3:25])=[O:19]. Product: [CH3:15][C:14]1[C:13](=[O:16])[C:12]2[C:7](=[CH:8][CH:9]=[CH:10][CH:11]=2)[NH:6][C:5]=1[CH2:4][NH:3][C:18](=[O:19])[O:20][CH2:21][CH2:22][CH2:23][CH2:24][CH3:25]. The catalyst class is: 17. (2) Reactant: Cl[C:2]1[CH:7]=[CH:6][C:5]([N+:8]([O-:10])=[O:9])=[C:4]([O:11][CH3:12])[CH:3]=1.[C:13]([O:17][C:18]([N:20]1[CH2:25][CH:24]=[C:23](B2OC(C)(C)C(C)(C)O2)[CH2:22][CH2:21]1)=[O:19])([CH3:16])([CH3:15])[CH3:14].C(=O)(O)[O-].[K+].O. The catalyst class is: 203. Product: [C:13]([O:17][C:18]([N:20]1[CH2:21][CH:22]=[C:23]([C:2]2[CH:7]=[CH:6][C:5]([N+:8]([O-:10])=[O:9])=[C:4]([O:11][CH3:12])[CH:3]=2)[CH2:24][CH2:25]1)=[O:19])([CH3:16])([CH3:14])[CH3:15].